Dataset: Hepatocyte clearance measurements from AstraZeneca. Task: Regression/Classification. Given a drug SMILES string, predict its absorption, distribution, metabolism, or excretion properties. Task type varies by dataset: regression for continuous measurements (e.g., permeability, clearance, half-life) or binary classification for categorical outcomes (e.g., BBB penetration, CYP inhibition). For this dataset (clearance_hepatocyte_az), we predict log10(clearance) (log10 of the in vitro intrinsic clearance, CLint, in uL/min per 10^6 hepatocytes; values are censored to the assay range of 3 to 150, which is 0.477 to 2.18 on this log10 scale). (1) The drug is CCOc1ccc2oc(C(=O)NC(CCSC)c3nc4cnccc4[nH]3)c(C)c2c1. The log10(clearance) is 1.32. (2) The drug is Cc1ccc(CO)cc1N(C)c1ccnc(Nc2cc(N3CCOCC3)cc(N3CCOCC3)c2)n1. The log10(clearance) is 1.50. (3) The molecule is CC(C)Oc1cc(-c2cccc3c(=O)cc(N4CCOCC4)oc23)ccc1NC(=O)CN1CCOCC1. The log10(clearance) is 1.94.